Dataset: Catalyst prediction with 721,799 reactions and 888 catalyst types from USPTO. Task: Predict which catalyst facilitates the given reaction. (1) Reactant: Br.Br[CH2:3][C:4]([C:6]1[CH:11]=[CH:10][N:9]=[CH:8][CH:7]=1)=O.[N+:12]([C:15]1[CH:20]=[CH:19][CH:18]=[CH:17][C:16]=1[NH:21][C:22]([NH2:24])=[S:23])([O-:14])=[O:13].N. Product: [N+:12]([C:15]1[CH:20]=[CH:19][CH:18]=[CH:17][C:16]=1[NH:21][C:22]1[S:23][CH:3]=[C:4]([C:6]2[CH:11]=[CH:10][N:9]=[CH:8][CH:7]=2)[N:24]=1)([O-:14])=[O:13]. The catalyst class is: 88. (2) Reactant: C([Mg]Cl)(C)C.[CH:6]1([NH:9][C:10]2[C:14]3[CH:15]=[CH:16][CH:17]=[C:18](I)[C:13]=3[O:12][N:11]=2)[CH2:8][CH2:7]1.[B:20](OC(C)C)([O:25]C(C)C)[O:21]C(C)C.Cl. Product: [CH:6]1([NH:9][C:10]2[C:14]3[CH:15]=[CH:16][CH:17]=[C:18]([B:20]([OH:25])[OH:21])[C:13]=3[O:12][N:11]=2)[CH2:8][CH2:7]1. The catalyst class is: 30.